From a dataset of Forward reaction prediction with 1.9M reactions from USPTO patents (1976-2016). Predict the product of the given reaction. (1) Given the reactants Cl[C:2]1[CH:7]=[CH:6][C:5]([N+:8]([O-:10])=[O:9])=[CH:4][N:3]=1.[NH:11]1[CH2:15][CH2:14][CH2:13][CH2:12]1.C(=O)([O-])[O-].[K+].[K+].O1CCOCCOCCOCCOCCOCC1, predict the reaction product. The product is: [N+:8]([C:5]1[CH:6]=[CH:7][C:2]([N:11]2[CH2:15][CH2:14][CH2:13][CH2:12]2)=[N:3][CH:4]=1)([O-:10])=[O:9]. (2) Given the reactants C(O)(=O)C.C([O:7][C:8](=O)/[C:9](=[CH:22]/[C:23]1[CH:28]=[CH:27][C:26]([N:29]2[CH:33]=[C:32]([CH3:34])[N:31]=[CH:30]2)=[C:25]([O:35][CH3:36])[CH:24]=1)/[CH2:10][CH2:11][CH2:12][NH:13][CH2:14][C:15]1[CH:20]=[CH:19][CH:18]=[C:17]([F:21])[CH:16]=1)C.[OH-].[Na+].O.C(=O)(O)[O-].[Na+], predict the reaction product. The product is: [F:21][C:17]1[CH:16]=[C:15]([CH:20]=[CH:19][CH:18]=1)[CH2:14][N:13]1[CH2:12][CH2:11][CH2:10]/[C:9](=[CH:22]\[C:23]2[CH:28]=[CH:27][C:26]([N:29]3[CH:33]=[C:32]([CH3:34])[N:31]=[CH:30]3)=[C:25]([O:35][CH3:36])[CH:24]=2)/[C:8]1=[O:7]. (3) Given the reactants CC(C)([O-])C.[Na+].[CH3:7][O:8][CH2:9][CH2:10][CH2:11][N:12]1[C:17]2[CH:18]=[C:19]([CH2:22][O:23][CH:24]3[CH:29]([C:30]4[CH:35]=[CH:34][C:33]([O:36][C@H:37]5[CH2:41][CH2:40][NH:39][CH2:38]5)=[CH:32][CH:31]=4)[CH2:28][CH2:27][N:26]([C:42]([O:44][CH2:45][C:46]4[CH:51]=[CH:50][CH:49]=[CH:48][CH:47]=4)=[O:43])[CH2:25]3)[CH:20]=[CH:21][C:16]=2[O:15][CH2:14][C:13]1=[O:52].I[C:54]1[CH:59]=[CH:58][CH:57]=[CH:56][CH:55]=1.CC1(C)C2C=CC=C(P(C3C=CC=CC=3)C3C=CC=CC=3)C=2OC2C1=CC=CC=2P(C1C=CC=CC=1)C1C=CC=CC=1, predict the reaction product. The product is: [CH3:7][O:8][CH2:9][CH2:10][CH2:11][N:12]1[C:17]2[CH:18]=[C:19]([CH2:22][O:23][CH:24]3[CH:29]([C:30]4[CH:31]=[CH:32][C:33]([O:36][C@H:37]5[CH2:41][CH2:40][N:39]([C:54]6[CH:59]=[CH:58][CH:57]=[CH:56][CH:55]=6)[CH2:38]5)=[CH:34][CH:35]=4)[CH2:28][CH2:27][N:26]([C:42]([O:44][CH2:45][C:46]4[CH:47]=[CH:48][CH:49]=[CH:50][CH:51]=4)=[O:43])[CH2:25]3)[CH:20]=[CH:21][C:16]=2[O:15][CH2:14][C:13]1=[O:52]. (4) Given the reactants [F:1][CH:2]([F:20])[CH2:3][C@@:4]1([C:16]([O:18]C)=[O:17])[CH2:8][C@H:7]([N:9]2[C:13]([CH3:14])=[CH:12][CH:11]=[C:10]2[CH3:15])[CH:6]=[CH:5]1.[OH-].[Na+], predict the reaction product. The product is: [F:20][CH:2]([F:1])[CH2:3][C@@:4]1([C:16]([OH:18])=[O:17])[CH2:8][C@H:7]([N:9]2[C:10]([CH3:15])=[CH:11][CH:12]=[C:13]2[CH3:14])[CH:6]=[CH:5]1. (5) Given the reactants N[C:2]1[N:10]=[C:9]2[C:5]([N:6]=[CH:7][N:8]2[CH2:11][C:12]2[CH:17]=[CH:16][C:15]([O:18][CH3:19])=[CH:14][CH:13]=2)=[C:4]([C:20]2[O:21][CH:22]=[CH:23][CH:24]=2)[N:3]=1.[I:25]CI.N(OCCC(C)C)=O, predict the reaction product. The product is: [O:21]1[CH:22]=[CH:23][CH:24]=[C:20]1[C:4]1[N:3]=[C:2]([I:25])[N:10]=[C:9]2[C:5]=1[N:6]=[CH:7][N:8]2[CH2:11][C:12]1[CH:17]=[CH:16][C:15]([O:18][CH3:19])=[CH:14][CH:13]=1. (6) Given the reactants COC[O:4][C@@H:5]1[CH2:10][CH2:9][CH2:8][C@H:7]([CH2:11][O:12]CC(OC(C)(C)C)=O)[CH2:6]1.[C:21](=[O:23])=[O:22].[CH3:24][C:25]([CH3:27])=O.C([N-][CH:32]([CH3:34])[CH3:33])(C)C.[Li+].[CH3:36]I.Cl, predict the reaction product. The product is: [OH:4][C@@H:5]1[CH2:10][CH2:9][CH2:8][C@H:7]([CH2:11][O:12][C:32]([CH3:33])([CH3:34])[C:21]([O:23][C:25]([CH3:27])([CH3:36])[CH3:24])=[O:22])[CH2:6]1. (7) The product is: [Cl:1][C:2]1[CH:3]=[C:4]([C:11]2[N:12]=[CH:13][N:14]=[C:15]([OH:17])[CH:16]=2)[C:5]2[N:9]=[CH:8][NH:7][C:6]=2[CH:10]=1. Given the reactants [Cl:1][C:2]1[CH:3]=[C:4]([C:11]2[CH:16]=[C:15]([O:17]C)[N:14]=[CH:13][N:12]=2)[C:5]2[N:9]=[CH:8][NH:7][C:6]=2[CH:10]=1.Br, predict the reaction product.